Dataset: Full USPTO retrosynthesis dataset with 1.9M reactions from patents (1976-2016). Task: Predict the reactants needed to synthesize the given product. (1) Given the product [CH2:22]([O:21][C:18]([C:19]1[O:10][C:7]2[CH:8]=[CH:9][C:2]([Br:1])=[C:3]([CH3:11])[C:4]=2[CH:5]=1)=[O:20])[CH3:23], predict the reactants needed to synthesize it. The reactants are: [Br:1][C:2]1[C:3]([CH3:11])=[C:4]([C:7]([OH:10])=[CH:8][CH:9]=1)[CH:5]=O.C(=O)([O-])[O-].[K+].[K+].[C:18]([O:21][CH2:22][CH3:23])(=[O:20])[CH3:19].CCCCCC. (2) Given the product [OH:12][C:8]1([C:2]2[CH:7]=[CH:6][CH:5]=[CH:4][N:3]=2)[CH2:11][CH2:10][CH2:9]1, predict the reactants needed to synthesize it. The reactants are: Br[C:2]1[CH:7]=[CH:6][CH:5]=[CH:4][N:3]=1.[C:8]1(=[O:12])[CH2:11][CH2:10][CH2:9]1. (3) Given the product [C@H:1]12[CH2:8][CH2:7][C@H:4]([CH:5]=[CH:6]1)[CH2:3][C@@H:2]2[C:9]1([CH3:16])[NH:13][C:12](=[O:14])[N:11]([CH2:18][C:19](=[O:20])[C:21]2[CH:26]=[CH:25][CH:24]=[CH:23][CH:22]=2)[C:10]1=[O:15], predict the reactants needed to synthesize it. The reactants are: [CH:1]12[CH2:8][CH2:7][CH:4]([CH:5]=[CH:6]1)[CH2:3][CH:2]2[C:9]1([CH3:16])[NH:13][C:12](=[O:14])[NH:11][C:10]1=[O:15].Br[CH2:18][C:19]([C:21]1[CH:26]=[CH:25][CH:24]=[CH:23][CH:22]=1)=[O:20]. (4) The reactants are: [OH:1][C:2]1[CH:7]=[CH:6][C:5]([C:8](=[O:11])[CH2:9][CH3:10])=[CH:4][CH:3]=1.C(=O)([O-])[O-].[K+].[K+].[CH3:18][CH2:19][O:20][C:21]([CH2:23]Br)=[O:22]. Given the product [C:8]([C:5]1[CH:4]=[CH:3][C:2]([O:1][CH2:23][C:21]([O:20][CH2:19][CH3:18])=[O:22])=[CH:7][CH:6]=1)(=[O:11])[CH2:9][CH3:10], predict the reactants needed to synthesize it. (5) Given the product [CH3:2][S:3]([OH:6])(=[O:5])=[O:4].[NH2:7][C@@H:8]1[CH2:12][C@H:11]([CH2:13][OH:14])[CH:10]=[CH:9]1, predict the reactants needed to synthesize it. The reactants are: O.[CH3:2][S:3]([OH:6])(=[O:5])=[O:4].[NH2:7][C@@H:8]1[CH2:12][C@H:11]([C:13](O)=[O:14])[CH:10]=[CH:9]1.[Li].[F-].[Na+]. (6) Given the product [CH3:26][C@@:11]1([CH2:12][N:13]2[CH2:18][CH:17]=[C:16]([C:19]3[CH:24]=[CH:23][CH:22]=[CH:21][CH:20]=3)[CH2:15][CH2:14]2)[O:25][C:2]2=[N:6][C:5]([N+:7]([O-:9])=[O:8])=[CH:4][N:3]2[CH2:10]1, predict the reactants needed to synthesize it. The reactants are: Cl[C:2]1[N:3]([CH2:10][C@@:11]([CH3:26])([OH:25])[CH2:12][N:13]2[CH2:18][CH:17]=[C:16]([C:19]3[CH:24]=[CH:23][CH:22]=[CH:21][CH:20]=3)[CH2:15][CH2:14]2)[CH:4]=[C:5]([N+:7]([O-:9])=[O:8])[N:6]=1.[H-].[Na+].O. (7) Given the product [CH3:2][C:7]1[C:13]([N:20]2[CH2:21][CH2:22][NH:23][CH2:24][CH2:25]2)=[N:3][CH:4]=[C:5]([C:9]([F:12])([F:11])[F:10])[CH:6]=1, predict the reactants needed to synthesize it. The reactants are: Cl[C:2]1[C:7](Cl)=[CH:6][C:5]([C:9]([F:12])([F:11])[F:10])=[CH:4][N:3]=1.[C:13]([N:20]1[CH2:25][CH2:24][NH:23][CH2:22][CH2:21]1)(OC(C)(C)C)=O. (8) Given the product [OH:57][C:54]1[CH:55]=[CH:56][C:51]([CH2:50][CH2:49][S:1][CH:7]([CH2:11][C:12]2[CH:13]=[CH:14][C:15]([CH2:18][CH2:19][O:20][C:21]3[CH:22]=[CH:23][C:24]([O:27][S:28]([CH3:31])(=[O:29])=[O:30])=[CH:25][CH:26]=3)=[CH:16][CH:17]=2)[C:33]([O:36][CH3:37])=[O:38])=[CH:52][CH:53]=1, predict the reactants needed to synthesize it. The reactants are: [S:1](=O)(=O)(O)O.Cl[CH:7]([CH2:11][C:12]1[CH:17]=[CH:16][C:15]([CH2:18][CH2:19][O:20][C:21]2[CH:26]=[CH:25][C:24]([O:27][S:28]([CH3:31])(=[O:30])=[O:29])=[CH:23][CH:22]=2)=[CH:14][CH:13]=1)C([O-])=O.[NH4+].[CH:33]([O:38]C)([O:36][CH3:37])OC.C(O[CH2:49][CH2:50][C:51]1[CH:56]=[CH:55][C:54]([OH:57])=[CH:53][CH:52]=1)(=S)C1C=CC=CC=1.C[O-].[Na+]. (9) Given the product [C:1]([N:5]([CH2:13][CH2:14][O:15][CH2:16][C:17]#[C:18][C:19]1[S:23][CH:22]=[N:21][CH:20]=1)[C:6](=[O:12])[C:7]([OH:9])=[O:8])([CH3:4])([CH3:2])[CH3:3], predict the reactants needed to synthesize it. The reactants are: [C:1]([N:5]([CH2:13][CH2:14][O:15][CH2:16][C:17]#[C:18][C:19]1[S:23][CH:22]=[N:21][CH:20]=1)[C:6](=[O:12])[C:7]([O:9]CC)=[O:8])([CH3:4])([CH3:3])[CH3:2].[OH-].[K+].Cl. (10) Given the product [O:7]=[C:1]1[CH2:6][CH2:5][CH2:4][CH:3]([CH:9]([C:10]([O:12][CH2:13][CH3:14])=[O:11])[C:8]([O:16][CH2:17][CH3:18])=[O:15])[CH2:2]1, predict the reactants needed to synthesize it. The reactants are: [C:1]1(=[O:7])[CH2:6][CH2:5][CH2:4][CH:3]=[CH:2]1.[C:8]([O:16][CH2:17][CH3:18])(=[O:15])[CH2:9][C:10]([O:12][CH2:13][CH3:14])=[O:11].N12CCCN=C1CCCCC2.CCOC(C)=O.